Task: Predict the reactants needed to synthesize the given product.. Dataset: Full USPTO retrosynthesis dataset with 1.9M reactions from patents (1976-2016) (1) Given the product [CH3:1][O:2][C:3]1[CH:8]=[CH:7][C:6]([S:9][CH2:18][CH2:19][C:20]2[CH:25]=[CH:24][CH:23]=[CH:22][CH:21]=2)=[CH:5][CH:4]=1, predict the reactants needed to synthesize it. The reactants are: [CH3:1][O:2][C:3]1[CH:8]=[CH:7][C:6]([SH:9])=[CH:5][CH:4]=1.C(N(CC)CC)C.Br[CH2:18][CH2:19][C:20]1[CH:25]=[CH:24][CH:23]=[CH:22][CH:21]=1.O. (2) Given the product [NH2:1][C:2]1[N:3]=[C:4]([C:15]2[CH:19]=[C:18]([C:20]3[O:21][CH:22]=[CH:23][N:24]=3)[N:17]([CH2:25][C:26]3[CH:31]=[CH:30][CH:29]=[CH:28][C:27]=3[F:32])[N:16]=2)[N:5]=[C:6]2[C:7]=1[N:8]([CH3:13])[C:9](=[O:10])[NH:14]2, predict the reactants needed to synthesize it. The reactants are: [NH2:1][C:2]1[C:7]([N:8]([CH3:13])[C:9](=O)[O:10]C)=[C:6]([NH2:14])[N:5]=[C:4]([C:15]2[CH:19]=[C:18]([C:20]3[O:21][CH:22]=[CH:23][N:24]=3)[N:17]([CH2:25][C:26]3[CH:31]=[CH:30][CH:29]=[CH:28][C:27]=3[F:32])[N:16]=2)[N:3]=1.[H-].[Na+].